From a dataset of Reaction yield outcomes from USPTO patents with 853,638 reactions. Predict the reaction yield, written as a fraction of the theoretical maximum amount of product (1.0 means a 100% yield; for example, 0.34 means a 34% yield). (1) The reactants are C[O:2][C:3]1[C:8]([C:9]2[CH:14]=[CH:13][C:12]([O:15][C:16]3[CH:21]=[CH:20][N:19]=[C:18]([C:22]4[CH:23]=[N:24][N:25]([CH3:27])[CH:26]=4)[CH:17]=3)=[C:11]([CH3:28])[N:10]=2)=[CH:7][N:6]=[C:5]([NH:29][CH2:30][CH2:31][O:32][CH3:33])[N:4]=1.Br. The catalyst is C(O)(=O)C. The product is [CH3:33][O:32][CH2:31][CH2:30][NH:29][C:5]1[NH:4][C:3](=[O:2])[C:8]([C:9]2[CH:14]=[CH:13][C:12]([O:15][C:16]3[CH:21]=[CH:20][N:19]=[C:18]([C:22]4[CH:23]=[N:24][N:25]([CH3:27])[CH:26]=4)[CH:17]=3)=[C:11]([CH3:28])[N:10]=2)=[CH:7][N:6]=1. The yield is 0.610. (2) The reactants are O.O.O.O.O.S(O)(O)(=O)=O.[CH:11]1[C:27]2[CH2:26][C@H:25]3[N:28]([CH2:30][CH2:31][C@@:17]45[C@H:24]3[CH:23]=[CH:22][C@H:20]([OH:21])[C@@H:18]4[O:19][C:15]([C:16]=25)=[C:13]([OH:14])[CH:12]=1)[CH3:29].CCN(CC)CC.[C:39](OC(=O)C)(=[O:41])[CH3:40].S(O)(O)(=O)=O.C1C2C[C@H]3N(CC[C@@]45[C@H]3C=C[C@H](O)[C@@H]4OC(C=25)=[C:53]([OH:54])[CH:52]=1)C. The catalyst is C(Cl)Cl.CO.N1C=CC=CC=1. The product is [C:39]([C@:20]1([OH:21])[CH:22]=[CH:23][C@@H:24]2[C@:17]34[CH2:31][CH2:30][N:28]([CH3:29])[C@@H:25]2[CH2:26][C:27]2[CH:11]=[CH:12][C:13]([OH:14])=[C:15]([O:19][C@@:18]13[C:53](=[O:54])[CH3:52])[C:16]4=2)(=[O:41])[CH3:40]. The yield is 0.700. (3) The product is [CH3:50][O:51][C:52]1[CH:53]=[C:54]([C:58]2[CH:59]=[C:60]([NH:64][C:23]([C:18]3[C:19](=[O:22])[O:20][C:21]4[C:16]([CH:17]=3)=[CH:15][CH:14]=[CH:13][C:12]=4[O:11][CH3:10])=[O:25])[CH:61]=[CH:62][CH:63]=2)[CH:55]=[N:56][CH:57]=1. The yield is 0.790. The reactants are CCN(C(C)C)C(C)C.[CH3:10][O:11][C:12]1[CH:13]=[CH:14][CH:15]=[C:16]2[C:21]=1[O:20][C:19](=[O:22])[C:18]([C:23]([OH:25])=O)=[CH:17]2.CN(C(ON1N=NC2C=CC=NC1=2)=[N+](C)C)C.F[P-](F)(F)(F)(F)F.[CH3:50][O:51][C:52]1[CH:53]=[C:54]([C:58]2[CH:59]=[C:60]([NH2:64])[CH:61]=[CH:62][CH:63]=2)[CH:55]=[N:56][CH:57]=1. The catalyst is CN(C=O)C. (4) The reactants are [OH:1][C@@H:2]1[CH2:10][C@@H:5]2[O:6][C:7](=[O:9])[CH2:8][C@@H:4]2[C@H:3]1[CH2:11][CH2:12][C@@H:13]([OH:22])[CH2:14][CH2:15][C:16]1[CH:21]=[CH:20][CH:19]=[CH:18][CH:17]=1.[O:23]1[CH:28]=[CH:27][CH2:26][CH2:25][CH2:24]1.[C:29](=[O:32])(O)[O-].[Na+]. The catalyst is C1COCC1.O.C1(C)C=CC(S(O)(=O)=O)=CC=1. The product is [C:16]1([CH2:15][CH2:14][C@H:13]([O:22][CH:4]2[CH2:3][CH2:2][CH2:10][CH2:29][O:32]2)[CH2:12][CH2:11][C@@H:3]2[C@@H:4]3[C@@H:5]([O:6][C:7](=[O:9])[CH2:8]3)[CH2:10][C@H:2]2[O:1][CH:28]2[CH2:27][CH2:26][CH2:25][CH2:24][O:23]2)[CH:17]=[CH:18][CH:19]=[CH:20][CH:21]=1. The yield is 0.950. (5) The reactants are BrC1[Se:3]C(Br)=C2C=1C=[C:7]([C:10]([O:12][CH:13]([CH2:19]C)CCCCC)=[O:11])S2.[BH4-].[Na+:23].[Se].ClCC1[Se]C(C(OC)=[O:35])=CC=1CCl.[SeH]C1C=C[Se]C=1[SeH].[Se]1C2C=CC=CC=2CC1.OO. The catalyst is C1C=CC=CC=1.C1COCC1.O.C(O)C. The product is [Se-2:3].[Na+:23].[Na+:23].[C:13]([O:12][C:10](=[O:11])[CH3:7])(=[O:35])[CH3:19]. The yield is 0.730. (6) The reactants are [F:1][C:2]1[CH:3]=[C:4]([NH2:19])[CH:5]=[CH:6][C:7]=1[O:8][C:9]1[CH:14]=[CH:13][N:12]=[C:11]2[NH:15][C:16]([CH3:18])=[CH:17][C:10]=12.[F:20][C:21]1[CH:26]=[CH:25][C:24]([N:27]2[CH:32]=[CH:31][CH:30]=[C:29]([C:33](O)=[O:34])[C:28]2=[O:36])=[CH:23][CH:22]=1.CN([P+](ON1N=NC2C=CC=CC1=2)(N(C)C)N(C)C)C.F[P-](F)(F)(F)(F)F.C(N(CC)CC)C. The catalyst is CN(C=O)C.O. The product is [F:1][C:2]1[CH:3]=[C:4]([NH:19][C:33]([C:29]2[C:28](=[O:36])[N:27]([C:24]3[CH:23]=[CH:22][C:21]([F:20])=[CH:26][CH:25]=3)[CH:32]=[CH:31][CH:30]=2)=[O:34])[CH:5]=[CH:6][C:7]=1[O:8][C:9]1[CH:14]=[CH:13][N:12]=[C:11]2[NH:15][C:16]([CH3:18])=[CH:17][C:10]=12. The yield is 0.250. (7) The reactants are [CH3:1][C@H:2]1[O:7][C@@H:6]([CH3:8])[CH2:5][N:4]([C:9]2[S:10][C:11]([C:16]3[CH:21]=[C:20]([CH3:22])[N:19]=[C:18]([CH3:23])[CH:17]=3)=[C:12](NC)[N:13]=2)[CH2:3]1.[CH2:24]([N:26]([CH2:29]C)CC)[CH3:25].C(OC(=O)C)(=[O:33])C. The catalyst is ClCCl. The product is [CH3:8][C@H:6]1[O:7][C@@H:2]([CH3:1])[CH2:3][N:4]([C:9]2[S:10][C:11]([C:16]3[CH:17]=[C:18]([CH3:23])[N:19]=[C:20]([CH3:22])[CH:21]=3)=[C:12]([CH2:29][NH:26][C:24](=[O:33])[CH3:25])[N:13]=2)[CH2:5]1. The yield is 0.590.